From a dataset of Forward reaction prediction with 1.9M reactions from USPTO patents (1976-2016). Predict the product of the given reaction. (1) Given the reactants [F:1][C:2]1[CH:7]=[C:6](OC)[CH:5]=[C:4]([F:10])[C:3]=1[C:11]1[S:12][CH:13]=[C:14]([C:16]([OH:18])=[O:17])[N:15]=1.FC1C=[C:29]([C:28]([OH:27])(C)[CH3:33])C=C(F)C=1B1O[C:29](C)(C)[C:28](C)([CH3:33])[O:27]1, predict the reaction product. The product is: [F:10][C:4]1[CH:5]=[C:6]([C:28]([OH:27])([CH3:33])[CH3:29])[CH:7]=[C:2]([F:1])[C:3]=1[C:11]1[S:12][CH:13]=[C:14]([C:16]([OH:18])=[O:17])[N:15]=1. (2) Given the reactants [CH2:1]([O:8][C@H:9]1[C@H:14]([O:15][CH2:16][C:17]2[CH:22]=[CH:21][CH:20]=[CH:19][CH:18]=2)[C@@H:13]([O:23][CH2:24][C:25]2[CH:30]=[CH:29][CH:28]=[CH:27][CH:26]=2)[C@@:12]([C:33]2[CH:38]=[CH:37][C:36]([Cl:39])=[C:35]([CH2:40][C:41]3[CH:42]=[CH:43][C:44]4[O:48][CH2:47][CH2:46][C:45]=4[CH:49]=3)[CH:34]=2)([O:31][CH3:32])[O:11][C@@H:10]1[CH:50]=[O:51])[C:2]1[CH:7]=[CH:6][CH:5]=[CH:4][CH:3]=1.[CH2:52]=[O:53].[OH-].[Na+], predict the reaction product. The product is: [CH2:1]([O:8][C@H:9]1[C@H:14]([O:15][CH2:16][C:17]2[CH:22]=[CH:21][CH:20]=[CH:19][CH:18]=2)[C@@H:13]([O:23][CH2:24][C:25]2[CH:30]=[CH:29][CH:28]=[CH:27][CH:26]=2)[C@@:12]([C:33]2[CH:38]=[CH:37][C:36]([Cl:39])=[C:35]([CH2:40][C:41]3[CH:42]=[CH:43][C:44]4[O:48][CH2:47][CH2:46][C:45]=4[CH:49]=3)[CH:34]=2)([O:31][CH3:32])[O:11][C@:10]1([CH2:52][OH:53])[CH:50]=[O:51])[C:2]1[CH:3]=[CH:4][CH:5]=[CH:6][CH:7]=1.